Dataset: Forward reaction prediction with 1.9M reactions from USPTO patents (1976-2016). Task: Predict the product of the given reaction. (1) Given the reactants [CH2:1]([O:8][P:9]([CH2:19][O:20][C:21]1[CH:26]=[CH:25][CH:24]=[C:23]([CH2:27][N:28]2[CH:33]([CH2:34][C:35]3[CH:40]=[CH:39][CH:38]=[CH:37][CH:36]=3)[CH:32]([OH:41])[CH:31]([CH2:42][CH2:43][C:44]3[CH:49]=[CH:48][CH:47]=[CH:46][CH:45]=3)[N:30]([CH2:50][C:51]3[CH:56]=[CH:55][CH:54]=[C:53]([C:57](=[O:59])[NH2:58])[CH:52]=3)[C:29]2=[O:60])[CH:22]=1)(=[O:18])[O:10][CH2:11][C:12]1[CH:17]=[CH:16][CH:15]=[CH:14][CH:13]=1)[C:2]1[CH:7]=[CH:6][CH:5]=[CH:4][CH:3]=1.[CH3:61][C:62]([O:65][C:66]([O:68]C(OC(C)(C)C)=O)=O)([CH3:64])[CH3:63], predict the reaction product. The product is: [C:66]([NH2:28])([O:65][C:62]([CH3:64])([CH3:63])[CH3:61])=[O:68].[CH2:1]([O:8][P:9]([CH2:19][O:20][C:21]1[CH:26]=[CH:25][CH:24]=[C:23]([CH2:27][N:28]2[CH:33]([CH2:34][C:35]3[CH:40]=[CH:39][CH:38]=[CH:37][CH:36]=3)[CH:32]([OH:41])[CH:31]([CH2:42][CH2:43][C:44]3[CH:45]=[CH:46][CH:47]=[CH:48][CH:49]=3)[N:30]([CH2:50][C:51]3[CH:56]=[CH:55][CH:54]=[C:53]([C:57](=[O:59])[NH2:58])[CH:52]=3)[C:29]2=[O:60])[CH:22]=1)(=[O:18])[O:10][CH2:11][C:12]1[CH:13]=[CH:14][CH:15]=[CH:16][CH:17]=1)[C:2]1[CH:3]=[CH:4][CH:5]=[CH:6][CH:7]=1. (2) Given the reactants [Cl:1][C:2]1[N:11]=[CH:10][C:9]2[N:8]([CH2:12][C:13]([OH:15])=O)[CH2:7][C@@H:6]3[CH2:16][O:17][CH2:18][CH2:19][N:5]3[C:4]=2[N:3]=1.CN(C(ON1N=NC2C=CC=NC1=2)=[N+](C)C)C.F[P-](F)(F)(F)(F)F.[NH2:44][C:45]1[CH:50]=[CH:49][N:48]=[CH:47][CH:46]=1.C(N(CC)CC)C, predict the reaction product. The product is: [Cl:1][C:2]1[N:11]=[CH:10][C:9]2[N:8]([CH2:12][C:13]([NH:44][C:45]3[CH:50]=[CH:49][N:48]=[CH:47][CH:46]=3)=[O:15])[CH2:7][C@@H:6]3[CH2:16][O:17][CH2:18][CH2:19][N:5]3[C:4]=2[N:3]=1. (3) Given the reactants Br[C:2]1[CH:3]=[C:4]2[C:8](=[CH:9][C:10]=1[NH:11][C:12](=[O:15])[CH:13]=[CH2:14])[N:7]([C:16]([C:29]1[CH:34]=[CH:33][CH:32]=[CH:31][CH:30]=1)([C:23]1[CH:28]=[CH:27][CH:26]=[CH:25][CH:24]=1)[C:17]1[CH:22]=[CH:21][CH:20]=[CH:19][CH:18]=1)[N:6]=[C:5]2[C:35]1[CH:36]=[N:37][N:38]([CH3:40])[CH:39]=1.P(C(C)(C)C)(C(C)(C)C)C(C)(C)C.[H+].[B-](F)(F)(F)F.C1(C(N)C2CCCCC2)CCCCC1, predict the reaction product. The product is: [CH3:40][N:38]1[CH:39]=[C:35]([C:5]2[C:4]3[CH:3]=[C:2]4[C:10](=[CH:9][C:8]=3[N:7]([C:16]([C:23]3[CH:24]=[CH:25][CH:26]=[CH:27][CH:28]=3)([C:17]3[CH:18]=[CH:19][CH:20]=[CH:21][CH:22]=3)[C:29]3[CH:30]=[CH:31][CH:32]=[CH:33][CH:34]=3)[N:6]=2)[NH:11][C:12](=[O:15])[CH:13]=[CH:14]4)[CH:36]=[N:37]1. (4) Given the reactants [Si:1]([CH3:5])([CH3:4])(Cl)[Cl:2].[CH:6]1[CH2:10][CH:9]=[CH:8][CH:7]=1.[Na], predict the reaction product. The product is: [Cl:2][Si:1]([C:7]1[CH2:6][CH:10]=[CH:9][CH:8]=1)([CH3:5])[CH3:4]. (5) The product is: [C:1]([C:5]1[CH:9]=[C:8]([NH:10][C:11]([NH:13][C:14]2[CH:19]=[CH:18][CH:17]=[CH:16][C:15]=2[F:20])=[O:12])[N:7]([C:21]2[CH:31]=[CH:30][CH:29]=[C:23]([CH2:24][OH:25])[CH:22]=2)[N:6]=1)([CH3:4])([CH3:2])[CH3:3]. Given the reactants [C:1]([C:5]1[CH:9]=[C:8]([NH:10][C:11]([NH:13][C:14]2[CH:19]=[CH:18][CH:17]=[CH:16][C:15]=2[F:20])=[O:12])[N:7]([C:21]2[CH:22]=[C:23]([CH:29]=[CH:30][CH:31]=2)[C:24](OCC)=[O:25])[N:6]=1)([CH3:4])([CH3:3])[CH3:2].[H-].[H-].[H-].[H-].[Li+].[Al+3], predict the reaction product. (6) The product is: [F:15][C:16]([F:20])([F:19])[CH2:17][NH:18][C:2]1[CH:10]=[CH:9][C:8]([C:11]([F:14])([F:13])[F:12])=[CH:7][C:3]=1[C:4]([OH:6])=[O:5]. Given the reactants Cl[C:2]1[CH:10]=[CH:9][C:8]([C:11]([F:14])([F:13])[F:12])=[CH:7][C:3]=1[C:4]([OH:6])=[O:5].[F:15][C:16]([F:20])([F:19])[CH2:17][NH2:18].C(=O)([O-])[O-].[K+].[K+].CN(C=O)C, predict the reaction product. (7) Given the reactants Br[C:2]1[CH:7]=[CH:6][C:5]([O:8][CH3:9])=[CH:4][CH:3]=1.ClC1C=CC(OC)=CC=1.[C:19]1([N:25](C2C=CC=CC=2)[C:26]2[CH:31]=[CH:30][CH:29]=[CH:28][CH:27]=2)[CH:24]=[CH:23][CH:22]=[CH:21][CH:20]=1.CC([O-])(C)C.[Na+], predict the reaction product. The product is: [CH3:9][O:8][C:5]1[CH:6]=[CH:7][C:2]([N:25]([C:26]2[CH:27]=[CH:28][CH:29]=[CH:30][CH:31]=2)[C:19]2[CH:24]=[CH:23][CH:22]=[CH:21][CH:20]=2)=[CH:3][CH:4]=1.